The task is: Regression. Given two drug SMILES strings and cell line genomic features, predict the synergy score measuring deviation from expected non-interaction effect.. This data is from NCI-60 drug combinations with 297,098 pairs across 59 cell lines. (1) Drug 1: CC1C(C(=O)NC(C(=O)N2CCCC2C(=O)N(CC(=O)N(C(C(=O)O1)C(C)C)C)C)C(C)C)NC(=O)C3=C4C(=C(C=C3)C)OC5=C(C(=O)C(=C(C5=N4)C(=O)NC6C(OC(=O)C(N(C(=O)CN(C(=O)C7CCCN7C(=O)C(NC6=O)C(C)C)C)C)C(C)C)C)N)C. Drug 2: CC1=C(C=C(C=C1)C(=O)NC2=CC(=CC(=C2)C(F)(F)F)N3C=C(N=C3)C)NC4=NC=CC(=N4)C5=CN=CC=C5. Cell line: SNB-75. Synergy scores: CSS=10.0, Synergy_ZIP=11.1, Synergy_Bliss=15.4, Synergy_Loewe=11.8, Synergy_HSA=12.6. (2) Drug 1: CC12CCC(CC1=CCC3C2CCC4(C3CC=C4C5=CN=CC=C5)C)O. Drug 2: CN(C)N=NC1=C(NC=N1)C(=O)N. Cell line: HCC-2998. Synergy scores: CSS=3.15, Synergy_ZIP=-0.842, Synergy_Bliss=-0.781, Synergy_Loewe=-7.10, Synergy_HSA=-3.96. (3) Drug 1: CCCCC(=O)OCC(=O)C1(CC(C2=C(C1)C(=C3C(=C2O)C(=O)C4=C(C3=O)C=CC=C4OC)O)OC5CC(C(C(O5)C)O)NC(=O)C(F)(F)F)O. Drug 2: C1=NC2=C(N=C(N=C2N1C3C(C(C(O3)CO)O)F)Cl)N. Cell line: NCI-H322M. Synergy scores: CSS=15.6, Synergy_ZIP=-5.40, Synergy_Bliss=-1.62, Synergy_Loewe=0.524, Synergy_HSA=-1.47. (4) Drug 1: CC1=C(C=C(C=C1)NC(=O)C2=CC=C(C=C2)CN3CCN(CC3)C)NC4=NC=CC(=N4)C5=CN=CC=C5. Drug 2: C(CCl)NC(=O)N(CCCl)N=O. Cell line: HOP-92. Synergy scores: CSS=6.37, Synergy_ZIP=-4.19, Synergy_Bliss=-6.19, Synergy_Loewe=-1.67, Synergy_HSA=-2.72. (5) Drug 1: CN1CCC(CC1)COC2=C(C=C3C(=C2)N=CN=C3NC4=C(C=C(C=C4)Br)F)OC. Drug 2: CN1C2=C(C=C(C=C2)N(CCCl)CCCl)N=C1CCCC(=O)O.Cl. Cell line: HCT116. Synergy scores: CSS=8.02, Synergy_ZIP=0.722, Synergy_Bliss=5.98, Synergy_Loewe=0.676, Synergy_HSA=2.70.